This data is from Aqueous solubility values for 9,982 compounds from the AqSolDB database. The task is: Regression/Classification. Given a drug SMILES string, predict its absorption, distribution, metabolism, or excretion properties. Task type varies by dataset: regression for continuous measurements (e.g., permeability, clearance, half-life) or binary classification for categorical outcomes (e.g., BBB penetration, CYP inhibition). For this dataset (solubility_aqsoldb), we predict Y. (1) The molecule is CC1CCC(C(C)C)C2(C1)OCC(CO)O2. The Y is -2.28 log mol/L. (2) The compound is CCOC(=O)OCC. The Y is -0.798 log mol/L. (3) The drug is Nc1ccccn1. The Y is 0.976 log mol/L. (4) The drug is CC(=O)C(C)O. The Y is 1.05 log mol/L.